This data is from Forward reaction prediction with 1.9M reactions from USPTO patents (1976-2016). The task is: Predict the product of the given reaction. (1) Given the reactants C([O:14][C:15]([C:17]1[N:18]2[CH:21]([S:22][CH2:23][C:24]=1[CH:25]=[C:26]1[CH2:30][CH2:29][N:28]([CH:31]3[CH2:35][CH2:34][N:33]([C:36]([O:38][CH2:39][C:40]4[O:41][C:42](=[O:46])[O:43][C:44]=4[CH3:45])=[O:37])[CH2:32]3)[C:27]1=[O:47])[CH:20]([NH:48][C:49](=[O:78])[C:50]([C:72]1[N:76]=[C:75]([NH2:77])[S:74][N:73]=1)=[N:51][O:52]C(C1C=CC=CC=1)(C1C=CC=CC=1)C1C=CC=CC=1)[C:19]2=[O:79])=[O:16])(C1C=CC=CC=1)C1C=CC=CC=1.C([SiH](CC)CC)C, predict the reaction product. The product is: [NH2:77][C:75]1[S:74][N:73]=[C:72](/[C:50](=[N:51]/[OH:52])/[C:49]([NH:48][C@@H:20]2[C:19](=[O:79])[N:18]3[C@@H:21]2[S:22][CH2:23][C:24](/[CH:25]=[C:26]2/[C:27](=[O:47])[N:28]([C@@H:31]4[CH2:35][CH2:34][N:33]([C:36]([O:38][CH2:39][C:40]5[O:41][C:42](=[O:46])[O:43][C:44]=5[CH3:45])=[O:37])[CH2:32]4)[CH2:29][CH2:30]/2)=[C:17]3[C:15]([OH:16])=[O:14])=[O:78])[N:76]=1. (2) Given the reactants [NH2:1]/[C:2](=[C:4](\[C:11]([O:13][CH2:14][CH3:15])=[O:12])/[CH:5]=[CH:6]/[C:7](OC)=[O:8])/[CH3:3], predict the reaction product. The product is: [OH:8][C:7]1[CH:6]=[CH:5][C:4]([C:11]([O:13][CH2:14][CH3:15])=[O:12])=[C:2]([CH3:3])[N:1]=1. (3) Given the reactants [OH:1][CH:2]1[CH:7]([C:8]2[CH:13]=[CH:12][C:11]([OH:14])=[CH:10][CH:9]=2)[CH2:6][CH2:5][N:4]([C:15]([O:17][C:18]([CH3:21])([CH3:20])[CH3:19])=[O:16])[CH2:3]1.Br[CH2:23][CH2:24][CH2:25][O:26][C:27]1[CH:32]=[CH:31][CH:30]=[C:29]([C:33]([F:36])([F:35])[F:34])[CH:28]=1, predict the reaction product. The product is: [OH:1][CH:2]1[CH:7]([C:8]2[CH:9]=[CH:10][C:11]([O:14][CH2:23][CH2:24][CH2:25][O:26][C:27]3[CH:32]=[CH:31][CH:30]=[C:29]([C:33]([F:34])([F:35])[F:36])[CH:28]=3)=[CH:12][CH:13]=2)[CH2:6][CH2:5][N:4]([C:15]([O:17][C:18]([CH3:21])([CH3:20])[CH3:19])=[O:16])[CH2:3]1. (4) The product is: [CH:28]1([C:26]([N:23]([CH2:22][C:13]2[CH:14]=[C:15]([C:18]([F:19])([F:20])[F:21])[CH:16]=[CH:17][C:12]=2[C:10]2[CH:11]=[C:6]([CH2:5][C:49]([OH:50])=[O:52])[CH:7]=[N:8][C:9]=2[C:40]2[CH:45]=[CH:44][CH:43]=[CH:42][CH:41]=2)[CH2:24][CH3:25])=[O:27])[CH2:29][CH2:30]1. Given the reactants C(OC(=O)[CH2:5][C:6]1[CH:7]=[N:8][C:9](OS(C(F)(F)F)(=O)=O)=[C:10]([C:12]2[CH:17]=[CH:16][C:15]([C:18]([F:21])([F:20])[F:19])=[CH:14][C:13]=2[CH2:22][N:23]([C:26]([CH:28]2[CH2:30][CH2:29]2)=[O:27])[CH2:24][CH3:25])[CH:11]=1)C.[C:40]1(B(O)O)[CH:45]=[CH:44][CH:43]=[CH:42][CH:41]=1.[C:49](=[O:52])(O)[O-:50].[Na+].[OH-].[Na+].Cl, predict the reaction product. (5) Given the reactants C(OC([N:8]1[CH2:13][CH2:12][N:11]([C:14]2[C:19]([CH3:20])=[CH:18][C:17]([CH3:21])=[C:16]([CH3:22])[N:15]=2)[CH2:10][CH2:9]1)=O)(C)(C)C.[ClH:23].C(OCC)(=O)C.C(OCC)(=O)C, predict the reaction product. The product is: [ClH:23].[CH3:20][C:19]1[C:14]([N:11]2[CH2:10][CH2:9][NH:8][CH2:13][CH2:12]2)=[N:15][C:16]([CH3:22])=[C:17]([CH3:21])[CH:18]=1. (6) Given the reactants [Br:1][C:2]1[N:3]=[C:4]([CH2:21][CH3:22])[C:5]([NH:10][C@@H:11]2[C:19]3C(=CC=CC=3)[CH2:13][C@@H:12]2[OH:20])=[N:6][C:7]=1[CH2:8][CH3:9].C(C1C(N[C@H]2[C@H](O)C[N:36]([C:40]([O:42][CH2:43][C:44]3[CH:49]=[CH:48][CH:47]=[CH:46][CH:45]=3)=[O:41])C2)=NC(CC)=CN=1)C, predict the reaction product. The product is: [Br:1][C:2]1[N:3]=[C:4]([CH2:21][CH3:22])[C:5]([NH:10][C@H:11]2[C@H:12]([OH:20])[CH2:13][N:36]([C:40]([O:42][CH2:43][C:44]3[CH:49]=[CH:48][CH:47]=[CH:46][CH:45]=3)=[O:41])[CH2:19]2)=[N:6][C:7]=1[CH2:8][CH3:9]. (7) Given the reactants C([O:5][C:6](=[O:19])[C:7]([S:10][C:11]1[S:12][CH:13]=[C:14]([CH2:16][CH2:17][NH2:18])[N:15]=1)([CH3:9])[CH3:8])(C)(C)C.[Cl:20][C:21]1[CH:26]=[CH:25][C:24]([C:27]#[N:28])=[CH:23][N:22]=1.[Br:29][C:30]1[CH:37]=[CH:36][C:33]([CH2:34]Br)=[CH:32][CH:31]=1.FC(F)(F)C(O)=O, predict the reaction product. The product is: [ClH:20].[Br:29][C:30]1[CH:37]=[CH:36][C:33]([CH2:34][N:18]([C:21]2[CH:26]=[CH:25][C:24]([C:27]#[N:28])=[CH:23][N:22]=2)[CH2:17][CH2:16][C:14]2[N:15]=[C:11]([S:10][C:7]([CH3:8])([CH3:9])[C:6]([OH:5])=[O:19])[S:12][CH:13]=2)=[CH:32][CH:31]=1. (8) Given the reactants [CH:1]1([CH2:4][CH2:5][N:6]2[C:14]3[C:9](=[CH:10][CH:11]=[CH:12][CH:13]=3)[C:8](O)([C:15]3[C:23]([OH:24])=[CH:22][C:18]4[O:19][CH2:20][O:21][C:17]=4[CH:16]=3)[C:7]2=[O:26])[CH2:3][CH2:2]1.FC(F)(F)C(O)=O.C([SiH](CC)CC)C, predict the reaction product. The product is: [CH:1]1([CH2:4][CH2:5][N:6]2[C:14]3[C:9](=[CH:10][CH:11]=[CH:12][CH:13]=3)[CH:8]([C:15]3[C:23]([OH:24])=[CH:22][C:18]4[O:19][CH2:20][O:21][C:17]=4[CH:16]=3)[C:7]2=[O:26])[CH2:3][CH2:2]1.